Dataset: Aqueous solubility values for 9,982 compounds from the AqSolDB database. Task: Regression/Classification. Given a drug SMILES string, predict its absorption, distribution, metabolism, or excretion properties. Task type varies by dataset: regression for continuous measurements (e.g., permeability, clearance, half-life) or binary classification for categorical outcomes (e.g., BBB penetration, CYP inhibition). For this dataset (solubility_aqsoldb), we predict Y. (1) The compound is CC12CC(C)(NC(=O)N1)NC(=O)N2. The Y is -2.09 log mol/L. (2) The compound is CCCOP(=O)(OCC)OCCC. The Y is -0.980 log mol/L.